Dataset: Forward reaction prediction with 1.9M reactions from USPTO patents (1976-2016). Task: Predict the product of the given reaction. (1) Given the reactants [CH3:1][N:2]1[CH:6]=[CH:5][N:4]=[CH:3]1.[CH3:7][O:8][C:9]1[CH:16]=[CH:15][C:12]([CH2:13][Br:14])=[CH:11][CH:10]=1, predict the reaction product. The product is: [Br-:14].[CH3:7][O:8][C:9]1[CH:16]=[CH:15][C:12]([CH2:13][N:4]2[CH:5]=[CH:6][N+:2]([CH3:1])=[CH:3]2)=[CH:11][CH:10]=1. (2) Given the reactants [NH2:1][C:2]1[N:10]=[C:9]2[C:5]([N:6]=[CH:7][N:8]2[CH2:11][C:12]2([O:15][CH2:16][P:17](=[O:20])([OH:19])[OH:18])[CH2:14][CH2:13]2)=[CH:4][N:3]=1.[N:21]1([C:26]([O:28][CH2:29]Cl)=[O:27])[CH2:25][CH2:24][CH2:23][CH2:22]1, predict the reaction product. The product is: [N:21]1([C:26]([O:28][CH2:29][O:20][P:17]([CH2:16][O:15][C:12]2([CH2:11][N:8]3[CH:7]=[N:6][C:5]4[C:9]3=[N:10][C:2]([NH2:1])=[N:3][CH:4]=4)[CH2:13][CH2:14]2)(=[O:18])[O:19][CH2:29][O:28][C:26](=[O:27])[N:21]2[CH2:25][CH2:24][CH2:23][CH2:22]2)=[O:27])[CH2:25][CH2:24][CH2:23][CH2:22]1.